From a dataset of Full USPTO retrosynthesis dataset with 1.9M reactions from patents (1976-2016). Predict the reactants needed to synthesize the given product. Given the product [CH2:1]([N:8]1[CH2:13][CH2:12][C:11](=[O:14])[C:10]([CH3:16])([CH3:15])[CH2:9]1)[C:2]1[CH:3]=[CH:4][CH:5]=[CH:6][CH:7]=1, predict the reactants needed to synthesize it. The reactants are: [CH2:1]([N:8]1[CH2:13][CH2:12][C:11](=[O:14])[CH:10]([CH3:15])[CH2:9]1)[C:2]1[CH:7]=[CH:6][CH:5]=[CH:4][CH:3]=1.[CH3:16]C(C)([O-])C.[K+].CI.